Dataset: Reaction yield outcomes from USPTO patents with 853,638 reactions. Task: Predict the reaction yield, written as a fraction of the theoretical maximum amount of product (1.0 means a 100% yield; for example, 0.34 means a 34% yield). (1) The reactants are CC(C)([O-])C.[K+].CO[C:9](=[O:22])[C:10]([C:12]1[C:20]2[C:15](=[CH:16][CH:17]=[CH:18][CH:19]=2)[N:14]([CH3:21])[CH:13]=1)=O.[Cl:23][C:24]1[C:25]([CH2:38][C:39]([NH2:41])=[O:40])=[CH:26][C:27]2[C:32]([CH:33]=1)=[CH:31][CH:30]=[CH:29][C:28]=2[CH2:34][N:35]([CH3:37])[CH3:36].[NH4+].[Cl-]. The catalyst is O1CCCC1.CCOC(C)=O. The product is [Cl:23][C:24]1[C:25]([C:38]2[C:39](=[O:40])[NH:41][C:9](=[O:22])[C:10]=2[C:12]2[C:20]3[C:15](=[CH:16][CH:17]=[CH:18][CH:19]=3)[N:14]([CH3:21])[CH:13]=2)=[CH:26][C:27]2[C:32]([CH:33]=1)=[CH:31][CH:30]=[CH:29][C:28]=2[CH2:34][N:35]([CH3:36])[CH3:37]. The yield is 0.0400. (2) The reactants are [F:1][C:2]([F:32])([F:31])[C:3]1[CH:8]=[CH:7][N:6]=[C:5]([NH:9][C:10]2[CH:11]=[C:12]([C:22]3[S:26][C:25]([C:27]([OH:30])([CH3:29])[CH3:28])=[N:24][CH:23]=3)[CH:13]=[C:14]([C:16]#[C:17][Si](C)(C)C)[CH:15]=2)[N:4]=1.CCCC[N+](CCCC)(CCCC)CCCC.[F-]. The catalyst is C1COCC1. The product is [C:16]([C:14]1[CH:13]=[C:12]([C:22]2[S:26][C:25]([C:27]([OH:30])([CH3:28])[CH3:29])=[N:24][CH:23]=2)[CH:11]=[C:10]([NH:9][C:5]2[N:4]=[C:3]([C:2]([F:32])([F:31])[F:1])[CH:8]=[CH:7][N:6]=2)[CH:15]=1)#[CH:17]. The yield is 0.740. (3) The reactants are [CH2:1]([O:8][C:9]1[C:13]([O:14][CH2:15][C:16]2[CH:21]=[CH:20][CH:19]=[CH:18][CH:17]=2)=[C:12]([C:22](=O)[NH2:23])[N:11]([C:25]2[CH:30]=[CH:29][C:28]([F:31])=[CH:27][CH:26]=2)[C:10]=1[C:32]([O:34][CH2:35][CH3:36])=[O:33])[C:2]1[CH:7]=[CH:6][CH:5]=[CH:4][CH:3]=1.C(OC1C(OCC2C=CC=CC=2)=C(C(=O)N(C)C)N(C2C=CC(F)=CC=2)C=1C([O-])=O)C1C=CC=CC=1.C([NH+](CC)CC)C.[Cl-].[NH4+].C(N(CC)CC)C.FC(F)(F)C(OC(=O)C(F)(F)F)=O. The catalyst is C(Cl)Cl. The product is [CH2:1]([O:8][C:9]1[C:13]([O:14][CH2:15][C:16]2[CH:21]=[CH:20][CH:19]=[CH:18][CH:17]=2)=[C:12]([C:22]#[N:23])[N:11]([C:25]2[CH:30]=[CH:29][C:28]([F:31])=[CH:27][CH:26]=2)[C:10]=1[C:32]([O:34][CH2:35][CH3:36])=[O:33])[C:2]1[CH:7]=[CH:6][CH:5]=[CH:4][CH:3]=1. The yield is 0.940. (4) The reactants are [CH3:1][Mg]Br.[OH:4][C:5]1[CH:10]=[CH:9][C:8]([O:11][CH3:12])=[CH:7][C:6]=1[C:13](=[O:15])[CH3:14]. The catalyst is C1COCC1. The product is [OH:15][C:13]([C:6]1[CH:7]=[C:8]([O:11][CH3:12])[CH:9]=[CH:10][C:5]=1[OH:4])([CH3:1])[CH3:14]. The yield is 1.00. (5) The reactants are [C:1](Cl)(=[O:10])[CH:2]=[CH:3][C:4]1[CH:9]=[CH:8][CH:7]=[CH:6][CH:5]=1.[NH2:12][C:13]1[CH:18]=[CH:17][C:16]([OH:19])=[CH:15][CH:14]=1.ClCCl.Cl.ClCCl. The catalyst is CN(C1C=CN=CC=1)C.N1C=CC=CC=1. The product is [C:4]1(/[CH:3]=[CH:2]/[C:1]([NH:12][C:13]2[CH:18]=[CH:17][C:16]([O:19][C:1](=[O:10])/[CH:2]=[CH:3]/[C:4]3[CH:9]=[CH:8][CH:7]=[CH:6][CH:5]=3)=[CH:15][CH:14]=2)=[O:10])[CH:9]=[CH:8][CH:7]=[CH:6][CH:5]=1. The yield is 0.890. (6) The reactants are [Cl:1][C:2]1[CH:3]=[C:4]([C@@H:12]([CH2:16][CH:17]2[CH2:21][CH2:20][CH2:19][CH2:18]2)[C:13]([OH:15])=O)[CH:5]=[CH:6][C:7]=1[S:8]([CH3:11])(=[O:10])=[O:9].C(Cl)(=O)C(Cl)=O.[NH2:28][C:29]1[CH:38]=[CH:37][C:36]2[C:31](=[CH:32][CH:33]=[CH:34][CH:35]=2)[N:30]=1.N1C=CC=CC=1. The catalyst is C(Cl)Cl.CN(C)C=O.O. The product is [Cl:1][C:2]1[CH:3]=[C:4]([C@@H:12]([CH2:16][CH:17]2[CH2:21][CH2:20][CH2:19][CH2:18]2)[C:13]([NH:28][C:29]2[CH:38]=[CH:37][C:36]3[C:31](=[CH:32][CH:33]=[CH:34][CH:35]=3)[N:30]=2)=[O:15])[CH:5]=[CH:6][C:7]=1[S:8]([CH3:11])(=[O:9])=[O:10]. The yield is 0.340. (7) The reactants are [NH2:1][C:2]1[CH:9]=[CH:8][CH:7]=[C:6]([F:10])[C:3]=1[CH2:4][NH2:5].[CH2:11](C(CC)(CC)C([O-])([O-])[O-])[CH3:12]. The catalyst is C(O)C. The product is [F:10][C:6]1[CH:7]=[CH:8][CH:9]=[C:2]2[C:3]=1[CH2:4][NH:5][C:11]([CH3:12])=[N:1]2. The yield is 0.570. (8) The product is [Cl:13][C:6]1[CH:5]=[C:4]2[C:9]([CH:10]=[N:11][C:2]([N:35]3[CH2:36][CH:37]([C:39]4[C:40]([C:45]5[CH:54]=[CH:53][C:48]([C:49]([NH:51][CH3:52])=[O:50])=[C:47]([F:55])[CH:46]=5)=[N:41][CH:42]=[CH:43][N:44]=4)[CH2:38]3)=[N:3]2)=[CH:8][C:7]=1[F:12]. The catalyst is CS(C)=O. The yield is 0.700. The reactants are Cl[C:2]1[N:11]=[CH:10][C:9]2[C:4](=[CH:5][C:6]([Cl:13])=[C:7]([F:12])[CH:8]=2)[N:3]=1.FC(F)(F)C(O)=O.FC(F)(F)C(O)=O.FC(F)(F)C(O)=O.[NH:35]1[CH2:38][CH:37]([C:39]2[C:40]([C:45]3[CH:54]=[CH:53][C:48]([C:49]([NH:51][CH3:52])=[O:50])=[C:47]([F:55])[CH:46]=3)=[N:41][CH:42]=[CH:43][N:44]=2)[CH2:36]1.C(=O)([O-])[O-].[K+].[K+].O. (9) The reactants are [N+:1]([C:4]1[CH:5]=[C:6]2[C:10](=[CH:11][CH:12]=1)[NH:9][N:8]=[C:7]2[C:13]1[O:14][CH:15]=[CH:16][N:17]=1)([O-])=O. The catalyst is CO.[Pd]. The product is [O:14]1[CH:15]=[CH:16][N:17]=[C:13]1[C:7]1[C:6]2[C:10](=[CH:11][CH:12]=[C:4]([NH2:1])[CH:5]=2)[NH:9][N:8]=1. The yield is 0.860. (10) The reactants are [N:1]([CH:4]([C:6]1[N:7]=[C:8]2[S:16][CH:15]=[CH:14][N:9]2[C:10](=[O:13])[C:11]=1Br)[CH3:5])=[N+:2]=[N-:3].[C:17]1(B(O)O)[CH:22]=[CH:21][CH:20]=[CH:19][CH:18]=1.C(=O)([O-])[O-].[Na+].[Na+].O. The yield is 0.680. The product is [N:1]([CH:4]([C:6]1[N:7]=[C:8]2[S:16][CH:15]=[CH:14][N:9]2[C:10](=[O:13])[C:11]=1[C:17]1[CH:22]=[CH:21][CH:20]=[CH:19][CH:18]=1)[CH3:5])=[N+:2]=[N-:3]. The catalyst is O1CCOCC1.C(OCC)(=O)C.C1C=CC([P]([Pd]([P](C2C=CC=CC=2)(C2C=CC=CC=2)C2C=CC=CC=2)([P](C2C=CC=CC=2)(C2C=CC=CC=2)C2C=CC=CC=2)[P](C2C=CC=CC=2)(C2C=CC=CC=2)C2C=CC=CC=2)(C2C=CC=CC=2)C2C=CC=CC=2)=CC=1.